From a dataset of Peptide-MHC class II binding affinity with 134,281 pairs from IEDB. Regression. Given a peptide amino acid sequence and an MHC pseudo amino acid sequence, predict their binding affinity value. This is MHC class II binding data. The peptide sequence is TRLFTIRQEMANRGL. The MHC is DRB1_1302 with pseudo-sequence DRB1_1302. The binding affinity (normalized) is 0.374.